Dataset: Reaction yield outcomes from USPTO patents with 853,638 reactions. Task: Predict the reaction yield, written as a fraction of the theoretical maximum amount of product (1.0 means a 100% yield; for example, 0.34 means a 34% yield). (1) The reactants are [CH3:1][N:2]([CH3:26])[C:3](=O)[CH2:4][C:5]1[C:13]2[C:8](=[C:9]([F:22])[CH:10]=[C:11]([CH2:16][CH2:17][C:18](OC)=[O:19])[C:12]=2[O:14][CH3:15])[N:7]([CH2:23][CH3:24])[CH:6]=1.[H-].[H-].[H-].[H-].[Li+].[Al+3]. The catalyst is C1COCC1. The product is [CH3:26][N:2]([CH3:1])[CH2:3][CH2:4][C:5]1[C:13]2[C:8](=[C:9]([F:22])[CH:10]=[C:11]([CH2:16][CH2:17][CH2:18][OH:19])[C:12]=2[O:14][CH3:15])[N:7]([CH2:23][CH3:24])[CH:6]=1. The yield is 0.230. (2) The reactants are Br[C:2]1[S:6][C:5]2[CH:7]=[CH:8][CH:9]=[CH:10][C:4]=2[CH:3]=1.[N:11]1[CH:16]=[CH:15][CH:14]=[CH:13][CH:12]=1.[Cu]C#N.C(N)CN. The catalyst is CN(C)C=O.O. The product is [C:12]([C:10]1[C:4]2[CH:3]=[CH:2][S:6][C:5]=2[CH:7]=[CH:8][CH:9]=1)#[N:11].[C:16]([C:15]1[CH:14]=[CH:13][C:12]2[CH:3]=[CH:2][S:6][C:5]=2[CH:4]=1)#[N:11]. The yield is 0.390. (3) The reactants are [OH:1][C:2]1[CH:11]=[CH:10][CH:9]=[CH:8][C:3]=1[C:4]([O:6][CH3:7])=[O:5].C([O-])([O-])=O.[K+].[K+].Br[CH2:19][C:20]1[CH:25]=[CH:24][C:23]([B:26]2[O:34][C:31]([CH3:33])([CH3:32])[C:28]([CH3:30])([CH3:29])[O:27]2)=[CH:22][CH:21]=1. The catalyst is C(#N)C. The product is [CH3:32][C:31]1([CH3:33])[C:28]([CH3:29])([CH3:30])[O:27][B:26]([C:23]2[CH:22]=[CH:21][C:20]([CH2:19][O:1][C:2]3[CH:11]=[CH:10][CH:9]=[CH:8][C:3]=3[C:4]([O:6][CH3:7])=[O:5])=[CH:25][CH:24]=2)[O:34]1. The yield is 0.770. (4) The reactants are [O:1]1[C:5]2[CH:6]=[CH:7][C:8]([S:10]([NH:13][C@@H:14]([CH2:29][C:30]3[N:31]=[CH:32][S:33][CH:34]=3)[C:15]([N:17]([CH2:25][CH:26]([CH3:28])[CH3:27])[CH2:18][C:19]3[N:20]=[C:21]([CH3:24])[S:22][CH:23]=3)=[O:16])(=[O:12])=[O:11])=[CH:9][C:4]=2[CH:3]=[CH:2]1.[H-].[Na+].I[CH3:38].O. The catalyst is CN(C=O)C. The product is [CH2:25]([N:17]([CH2:18][C:19]1[N:20]=[C:21]([CH3:24])[S:22][CH:23]=1)[C:15](=[O:16])[C@@H:14]([N:13]([CH3:38])[S:10]([C:8]1[CH:7]=[CH:6][C:5]2[O:1][CH:2]=[CH:3][C:4]=2[CH:9]=1)(=[O:11])=[O:12])[CH2:29][C:30]1[N:31]=[CH:32][S:33][CH:34]=1)[CH:26]([CH3:27])[CH3:28]. The yield is 0.610. (5) The reactants are [C:1]([C@H:5]1[CH2:10][CH2:9][C@H:8]([O:11][C:12]2[CH:13]=[C:14]3[C:19](=[CH:20][CH:21]=2)[CH:18]=[C:17]([CH2:22][NH2:23])[CH:16]=[CH:15]3)[CH2:7][CH2:6]1)([CH3:4])([CH3:3])[CH3:2].[O:24]1[CH2:26][CH:25]1[C:27]([O:29][CH2:30][CH3:31])=[O:28]. The catalyst is CCO. The product is [C:1]([C@H:5]1[CH2:10][CH2:9][C@H:8]([O:11][C:12]2[CH:13]=[C:14]3[C:19](=[CH:20][CH:21]=2)[CH:18]=[C:17]([CH2:22][NH:23][CH2:26][CH:25]([OH:24])[C:27]([O:29][CH2:30][CH3:31])=[O:28])[CH:16]=[CH:15]3)[CH2:7][CH2:6]1)([CH3:4])([CH3:2])[CH3:3]. The yield is 0.350. (6) The reactants are [O:1]1[CH:5]=[CH:4][CH:3]=[C:2]1[C:6]1[CH:11]=[C:10]([O:12][CH3:13])[C:9]([OH:14])=[C:8]([O:15][CH3:16])[CH:7]=1.CCN(CC)CC.[C:24](Cl)(=[O:31])[C:25]1[CH:30]=[CH:29][CH:28]=[CH:27][CH:26]=1.C([O-])(O)=O.[Na+]. The catalyst is C(Cl)Cl. The product is [C:24]([O:14][C:9]1[C:8]([O:15][CH3:16])=[CH:7][C:6]([C:2]2[O:1][CH:5]=[CH:4][CH:3]=2)=[CH:11][C:10]=1[O:12][CH3:13])(=[O:31])[C:25]1[CH:30]=[CH:29][CH:28]=[CH:27][CH:26]=1. The yield is 0.570. (7) The reactants are [CH3:1][C:2]1[CH:11]=[CH:10][C:9]2[C:4](=[CH:5][CH:6]=[CH:7][C:8]=2[N:12]2[CH2:17][CH2:16][N:15]([CH2:18][CH2:19][C:20]3[CH:21]=[C:22]([CH:24]=[CH:25][CH:26]=3)[NH2:23])[CH2:14][CH2:13]2)[N:3]=1.[C:27]1([CH2:33][C:34](Cl)=[O:35])[CH:32]=[CH:31][CH:30]=[CH:29][CH:28]=1. No catalyst specified. The product is [CH3:1][C:2]1[CH:11]=[CH:10][C:9]2[C:4](=[CH:5][CH:6]=[CH:7][C:8]=2[N:12]2[CH2:13][CH2:14][N:15]([CH2:18][CH2:19][C:20]3[CH:21]=[C:22]([NH:23][C:34](=[O:35])[CH2:33][C:27]4[CH:32]=[CH:31][CH:30]=[CH:29][CH:28]=4)[CH:24]=[CH:25][CH:26]=3)[CH2:16][CH2:17]2)[N:3]=1. The yield is 0.640. (8) The reactants are Br[C:2]1[CH:7]=[CH:6][C:5]([O:8][C:9]([F:15])([F:14])[C:10]([F:13])([F:12])[F:11])=[CH:4][CH:3]=1.C1COCC1.Cl[C:22]([O:24][CH2:25][CH3:26])=[O:23]. The catalyst is CCOC(C)=O. The product is [F:14][C:9]([F:15])([O:8][C:5]1[CH:6]=[CH:7][C:2]([C:22]([O:24][CH2:25][CH3:26])=[O:23])=[CH:3][CH:4]=1)[C:10]([F:13])([F:12])[F:11]. The yield is 0.500. (9) The reactants are [NH2:1][C:2]1[S:3][C:4]2[C:10]([N:11]3[CH2:16][CH2:15][O:14][CH2:13][CH2:12]3)=[CH:9][CH:8]=[C:7]([O:17][CH3:18])[C:5]=2[N:6]=1.[C:19](Cl)(Cl)=[O:20].[NH:23]1[CH2:28][CH2:27][S:26][CH2:25][CH2:24]1. No catalyst specified. The product is [CH3:18][O:17][C:7]1[C:5]2[N:6]=[C:2]([NH:1][C:19]([N:23]3[CH2:28][CH2:27][S:26][CH2:25][CH2:24]3)=[O:20])[S:3][C:4]=2[C:10]([N:11]2[CH2:16][CH2:15][O:14][CH2:13][CH2:12]2)=[CH:9][CH:8]=1. The yield is 0.730.